Task: Predict the product of the given reaction.. Dataset: Forward reaction prediction with 1.9M reactions from USPTO patents (1976-2016) Given the reactants [C:1]1([CH2:7][O:8][C:9]2[CH:17]=[CH:16][CH:15]=[C:14]3[C:10]=2[CH:11]=[N:12][NH:13]3)[CH:6]=[CH:5][CH:4]=[CH:3][CH:2]=1.[F:18][C:19]1[CH:20]=[C:21](B(O)O)[CH:22]=[CH:23][C:24]=1[O:25][CH2:26][C:27]1[CH:32]=[CH:31][CH:30]=[CH:29][CH:28]=1.C(N(CC)CC)C.B(O)O, predict the reaction product. The product is: [F:18][C:19]1[CH:20]=[C:21]([N:13]2[C:14]3[C:10](=[C:9]([O:8][CH2:7][C:1]4[CH:2]=[CH:3][CH:4]=[CH:5][CH:6]=4)[CH:17]=[CH:16][CH:15]=3)[CH:11]=[N:12]2)[CH:22]=[CH:23][C:24]=1[O:25][CH2:26][C:27]1[CH:32]=[CH:31][CH:30]=[CH:29][CH:28]=1.